Binary Classification. Given a miRNA mature sequence and a target amino acid sequence, predict their likelihood of interaction. From a dataset of Experimentally validated miRNA-target interactions with 360,000+ pairs, plus equal number of negative samples. The miRNA is hsa-miR-548ah-5p with sequence AAAAGUGAUUGCAGUGUUUG. The protein sequence of the target gene is MFLVLERKMRTHQVFPLPLLLVIASVASENASTSRGCGLDLLPQYVSLCDLDAIWGIVVEAVAGAGALITLLLMLILLVRLPFIKDKERKRPVCLHFLFLLGTLGLFGLTFAFIIQMDETICSIRRFLWGVLFALCFSCLLSQAWRVRRLVRQGTSPASWQLVSLALCLMLVQVIIATEWLVLTVLRDTKPACAYEPMDFVMALIYDMVLLAITLAQSLFTLCGKFKRWKVNGAFILVTTFLSALIWVVWMTMYLFGNSLIKQGDAWSDPTLAITLAASGWVFVIFHAIPEIHYTLLPPL.... Result: 0 (no interaction).